Dataset: Reaction yield outcomes from USPTO patents with 853,638 reactions. Task: Predict the reaction yield, written as a fraction of the theoretical maximum amount of product (1.0 means a 100% yield; for example, 0.34 means a 34% yield). (1) The reactants are [Cl:1][C:2]1[CH:7]=[CH:6][CH:5]=[CH:4][C:3]=1[O:8]CC=C.[C:12]1(C)[CH:17]=C(C)C=C(C)[CH:13]=1. No catalyst specified. The product is [Cl:1][C:2]1[CH:7]=[CH:6][CH:5]=[C:4]([CH2:17][CH:12]=[CH2:13])[C:3]=1[OH:8]. The yield is 0.410. (2) The reactants are [CH3:1][C:2]1([CH2:6][O:7][C:8]2[CH:13]=[CH:12][C:11]([N+:14]([O-])=O)=[CH:10][C:9]=2[N:17]2[C:21](=[O:22])[N:20]([CH3:23])[N:19]=[N:18]2)[CH2:5][O:4][CH2:3]1. The catalyst is CO.[Pd]. The product is [NH2:14][C:11]1[CH:12]=[CH:13][C:8]([O:7][CH2:6][C:2]2([CH3:1])[CH2:5][O:4][CH2:3]2)=[C:9]([N:17]2[C:21](=[O:22])[N:20]([CH3:23])[N:19]=[N:18]2)[CH:10]=1. The yield is 0.710. (3) The reactants are Br[C:2]1[CH:3]=[C:4]([CH:30]=[C:31]([CH2:33][O:34][CH3:35])[CH:32]=1)[O:5][CH2:6][CH2:7][CH2:8][CH2:9][CH2:10][CH2:11][C:12]1[C:13]([CH2:25][CH2:26][C:27]([OH:29])=[O:28])=[C:14]([CH:22]=[CH:23][CH:24]=1)[O:15][CH2:16][CH2:17][CH2:18][C:19]([OH:21])=[O:20].[NH:36]1[C:44]2[C:39](=[CH:40][C:41](B(O)O)=[CH:42][CH:43]=2)[CH:38]=[CH:37]1.C(=O)([O-])[O-].[Cs+].[Cs+]. The catalyst is C1C=CC(P(C2C=CC=CC=2)[C-]2C=CC=C2)=CC=1.C1C=CC(P(C2C=CC=CC=2)[C-]2C=CC=C2)=CC=1.Cl[Pd]Cl.[Fe+2]. The product is [C:27]([CH2:26][CH2:25][C:13]1[C:12]([CH2:11][CH2:10][CH2:9][CH2:8][CH2:7][CH2:6][O:5][C:4]2[CH:30]=[C:31]([CH2:33][O:34][CH3:35])[CH:32]=[C:2]([C:41]3[CH:40]=[C:39]4[C:44](=[CH:43][CH:42]=3)[NH:36][CH:37]=[CH:38]4)[CH:3]=2)=[CH:24][CH:23]=[CH:22][C:14]=1[O:15][CH2:16][CH2:17][CH2:18][C:19]([OH:21])=[O:20])([OH:29])=[O:28]. The yield is 0.690. (4) The catalyst is B(Br)(Br)Br. The product is [OH:2][C:3]1[CH:4]=[C:5]2[C:10](=[CH:11][CH:12]=1)[C:9](=[O:13])[CH2:8][CH2:7][C:6]2([CH3:15])[CH3:14]. The yield is 0.520. The reactants are C[O:2][C:3]1[CH:4]=[C:5]2[C:10](=[CH:11][CH:12]=1)[C:9](=[O:13])[CH2:8][CH2:7][C:6]2([CH3:15])[CH3:14].